This data is from NCI-60 drug combinations with 297,098 pairs across 59 cell lines. The task is: Regression. Given two drug SMILES strings and cell line genomic features, predict the synergy score measuring deviation from expected non-interaction effect. (1) Drug 1: COC1=CC(=CC(=C1O)OC)C2C3C(COC3=O)C(C4=CC5=C(C=C24)OCO5)OC6C(C(C7C(O6)COC(O7)C8=CC=CS8)O)O. Drug 2: CCC(=C(C1=CC=CC=C1)C2=CC=C(C=C2)OCCN(C)C)C3=CC=CC=C3.C(C(=O)O)C(CC(=O)O)(C(=O)O)O. Cell line: UO-31. Synergy scores: CSS=16.2, Synergy_ZIP=-5.50, Synergy_Bliss=-3.26, Synergy_Loewe=-0.0338, Synergy_HSA=-0.0289. (2) Drug 1: C1=NC2=C(N=C(N=C2N1C3C(C(C(O3)CO)O)O)F)N. Drug 2: CC(C)CN1C=NC2=C1C3=CC=CC=C3N=C2N. Cell line: LOX IMVI. Synergy scores: CSS=-5.81, Synergy_ZIP=3.08, Synergy_Bliss=0.942, Synergy_Loewe=-5.09, Synergy_HSA=-6.10.